This data is from Full USPTO retrosynthesis dataset with 1.9M reactions from patents (1976-2016). The task is: Predict the reactants needed to synthesize the given product. (1) The reactants are: [CH2:1]([O:5][C:6]1[CH:11]=[CH:10][C:9]([CH2:12][CH2:13][C:14](OCC)=[O:15])=[C:8]([O:19][C:20]2[CH:25]=[CH:24][C:23]([C:26]([F:29])([F:28])[F:27])=[CH:22][N:21]=2)[CH:7]=1)[CH2:2][CH2:3][CH3:4].[H-].[Al+3].[Li+].[H-].[H-].[H-].O.O.O.O.O.O.O.O.O.O.S([O-])([O-])(=O)=O.[Na+].[Na+]. Given the product [CH2:1]([O:5][C:6]1[CH:11]=[CH:10][C:9]([CH2:12][CH2:13][CH2:14][OH:15])=[C:8]([O:19][C:20]2[CH:25]=[CH:24][C:23]([C:26]([F:29])([F:27])[F:28])=[CH:22][N:21]=2)[CH:7]=1)[CH2:2][CH2:3][CH3:4], predict the reactants needed to synthesize it. (2) Given the product [O:1]=[C:2]1[C:10](=[N:11][N:12]=[CH:13][C:14]2[NH:18][C:17]([CH3:19])=[C:16]([C:20]([NH:22][CH2:23][CH2:24][CH2:25][CH2:26][CH2:27][C:28]([NH:50][C:49]3[CH:48]=[CH:47][CH:46]=[CH:45][C:53]=3[NH2:52])=[O:29])=[O:21])[C:15]=2[CH3:31])[C:9]2[C:4](=[CH:5][CH:6]=[CH:7][CH:8]=2)[NH:3]1, predict the reactants needed to synthesize it. The reactants are: [O:1]=[C:2]1[C:10](=[N:11][N:12]=[CH:13][C:14]2[NH:18][C:17]([CH3:19])=[C:16]([C:20]([NH:22][CH2:23][CH2:24][CH2:25][CH2:26][CH2:27][C:28](O)=[O:29])=[O:21])[C:15]=2[CH3:31])[C:9]2[C:4](=[CH:5][CH:6]=[CH:7][CH:8]=2)[NH:3]1.Cl.C(N=C=NCCCN(C)C)C.O[C:45]1[C:53]2[N:52]=N[NH:50][C:49]=2[CH:48]=[CH:47][CH:46]=1.C(N(CC)CC)C.C1(N)C=CC=CC=1N.